Dataset: Forward reaction prediction with 1.9M reactions from USPTO patents (1976-2016). Task: Predict the product of the given reaction. (1) Given the reactants [Br:1][C:2]1[CH:7]=[CH:6][C:5]([C:8]2[C:9]([S:14](O)(=[O:16])=[O:15])=[CH:10][CH:11]=[CH:12][CH:13]=2)=[C:4]([F:18])[CH:3]=1.CN(C=O)C.C1(C)C=CC=CC=1.S(Cl)([Cl:33])=O, predict the reaction product. The product is: [Br:1][C:2]1[CH:7]=[CH:6][C:5]([C:8]2[C:9]([S:14]([Cl:33])(=[O:16])=[O:15])=[CH:10][CH:11]=[CH:12][CH:13]=2)=[C:4]([F:18])[CH:3]=1. (2) Given the reactants C([O:8][C:9]1[CH:14]=[CH:13][C:12]([F:15])=[CH:11][C:10]=1[C:16]1[CH:21]=[CH:20][C:19]([S:22]([C:25]2[CH:30]=[CH:29][C:28]([O:31][CH3:32])=[CH:27][CH:26]=2)(=[O:24])=[O:23])=[C:18]([F:33])[CH:17]=1)C1C=CC=CC=1.[H][H], predict the reaction product. The product is: [F:33][C:18]1[CH:17]=[C:16]([C:10]2[C:9]([OH:8])=[CH:14][CH:13]=[C:12]([F:15])[CH:11]=2)[CH:21]=[CH:20][C:19]=1[S:22]([C:25]1[CH:26]=[CH:27][C:28]([O:31][CH3:32])=[CH:29][CH:30]=1)(=[O:23])=[O:24]. (3) Given the reactants [CH2:1]([O:3][C:4]([C:6]1[CH:11]=[C:10](Cl)[N:9]2[N:13]=[CH:14][CH:15]=[C:8]2[N:7]=1)=[O:5])[CH3:2].C([O-])(=O)C.[Na+], predict the reaction product. The product is: [CH2:1]([O:3][C:4]([C:6]1[CH:11]=[CH:10][N:9]2[N:13]=[CH:14][CH:15]=[C:8]2[N:7]=1)=[O:5])[CH3:2]. (4) Given the reactants [C@@H:1]1([N:9]2[CH:16]=[CH:15][C:13](=[O:14])[NH:12][C:10]2=[O:11])[O:8][C@H:5]([CH2:6][OH:7])[CH2:4][C@H:2]1[OH:3].[F:17]F.O1CCCC1, predict the reaction product. The product is: [F:17][C:15]1[C:13](=[O:14])[NH:12][C:10](=[O:11])[N:9]([CH:16]=1)[C@@H:1]1[O:8][C@H:5]([CH2:6][OH:7])[CH2:4][C@H:2]1[OH:3]. (5) The product is: [CH2:14]([O:21][C:22]1[CH:27]=[CH:26][C:25]([CH2:28][N:29]([C:30]2[CH:31]=[CH:32][C:33]([CH:36]([CH3:38])[CH3:37])=[CH:34][CH:35]=2)[C:11]([CH:1]2[C:10]3[C:5](=[CH:6][CH:7]=[CH:8][CH:9]=3)[CH2:4][CH2:3][CH2:2]2)=[O:13])=[CH:24][CH:23]=1)[C:15]1[CH:16]=[CH:17][CH:18]=[CH:19][CH:20]=1. Given the reactants [CH:1]1([C:11]([OH:13])=O)[C:10]2[C:5](=[CH:6][CH:7]=[CH:8][CH:9]=2)[CH2:4][CH2:3][CH2:2]1.[CH2:14]([O:21][C:22]1[CH:27]=[CH:26][C:25]([CH2:28][NH:29][C:30]2[CH:35]=[CH:34][C:33]([CH:36]([CH3:38])[CH3:37])=[CH:32][CH:31]=2)=[CH:24][CH:23]=1)[C:15]1[CH:20]=[CH:19][CH:18]=[CH:17][CH:16]=1, predict the reaction product. (6) Given the reactants [Cl:1][C:2]1[CH:3]=[C:4]([C:9]2([C:39]([F:42])([F:41])[F:40])[O:13][N:12]=[C:11]([C:14]3[C:23]4[C:18](=[CH:19][CH:20]=[CH:21][CH:22]=4)[C:17]([C:24]([NH:26][CH2:27][CH2:28][S:29]([CH3:38])(=[N:31]C(=O)C(F)(F)F)=[O:30])=[O:25])=[CH:16][CH:15]=3)[CH2:10]2)[CH:5]=[C:6]([Cl:8])[CH:7]=1.C(=O)([O-])[O-].[K+].[K+], predict the reaction product. The product is: [Cl:8][C:6]1[CH:5]=[C:4]([C:9]2([C:39]([F:40])([F:42])[F:41])[O:13][N:12]=[C:11]([C:14]3[C:23]4[C:18](=[CH:19][CH:20]=[CH:21][CH:22]=4)[C:17]([C:24]([NH:26][CH2:27][CH2:28][S:29]([CH3:38])(=[NH:31])=[O:30])=[O:25])=[CH:16][CH:15]=3)[CH2:10]2)[CH:3]=[C:2]([Cl:1])[CH:7]=1. (7) Given the reactants Cl[CH2:2][CH2:3][CH2:4][O:5][C:6]1[C:15]2[C:10](=[CH:11][CH:12]=[CH:13][CH:14]=2)[C:9]([NH:16][C:17](=[O:31])[C:18]2[CH:23]=[C:22]([N:24]3[CH2:29][CH2:28][CH2:27][CH2:26][CH2:25]3)[CH:21]=[C:20]([F:30])[CH:19]=2)=[CH:8][CH:7]=1.[OH:32][CH:33]1[CH2:38][CH2:37][NH:36][CH2:35][CH2:34]1, predict the reaction product. The product is: [F:30][C:20]1[CH:19]=[C:18]([CH:23]=[C:22]([N:24]2[CH2:29][CH2:28][CH2:27][CH2:26][CH2:25]2)[CH:21]=1)[C:17]([NH:16][C:9]1[C:10]2[C:15](=[CH:14][CH:13]=[CH:12][CH:11]=2)[C:6]([O:5][CH2:4][CH2:3][CH2:2][N:36]2[CH2:37][CH2:38][CH:33]([OH:32])[CH2:34][CH2:35]2)=[CH:7][CH:8]=1)=[O:31].